Task: Predict which catalyst facilitates the given reaction.. Dataset: Catalyst prediction with 721,799 reactions and 888 catalyst types from USPTO (1) Reactant: [C:1]([O:5][C:6]([N:8]1[CH2:13][CH:12]=[C:11]([O:14][Si](C)(C)C)[CH2:10][CH2:9]1)=[O:7])([CH3:4])([CH3:3])[CH3:2].[B-](F)(F)(F)[F:20].[B-](F)(F)(F)F.C1[N+]2(CCl)CC[N+](F)(CC2)C1.[Cl-].[Na+]. Product: [C:1]([O:5][C:6]([N:8]1[CH2:13][CH2:12][C:11](=[O:14])[CH:10]([F:20])[CH2:9]1)=[O:7])([CH3:4])([CH3:3])[CH3:2]. The catalyst class is: 10. (2) Product: [CH3:1][O:2][C:3]1[CH:4]=[C:5]([C@@H:11]([CH2:28][OH:29])[C:12]([C:14]2[C:15]([OH:26])=[C:16]3[C:21](=[CH:22][CH:23]=2)[O:20][C:19]([CH3:24])([CH3:25])[CH:18]=[CH:17]3)=[O:13])[CH:6]=[CH:7][C:8]=1[O:9][CH3:10]. The catalyst class is: 2. Reactant: [CH3:1][O:2][C:3]1[CH:4]=[C:5]([C@@H:11]([CH2:28][O:29]CC2C=CC(OC)=CC=2)[C:12]([C:14]2[C:15]([O:26]C)=[C:16]3[C:21](=[CH:22][CH:23]=2)[O:20][C:19]([CH3:25])([CH3:24])[CH:18]=[CH:17]3)=[O:13])[CH:6]=[CH:7][C:8]=1[O:9][CH3:10].B(Cl)(Cl)Cl. (3) Reactant: [CH2:1]([S:5]([NH2:8])(=[O:7])=[O:6])[CH2:2][CH:3]=[CH2:4].[CH3:9][O:10][C:11]1[CH:18]=[CH:17][C:14]([CH2:15]Cl)=[CH:13][CH:12]=1.[C:19]([O-:22])([O-])=O.[K+].[K+].[I-].[Na+]. The catalyst class is: 131. Product: [CH3:9][O:10][C:11]1[CH:18]=[CH:17][C:14]([CH2:15][N:8]([CH2:15][C:14]2[CH:17]=[CH:18][C:11]([O:22][CH3:19])=[CH:12][CH:13]=2)[S:5]([CH2:1][CH2:2][CH:3]=[CH2:4])(=[O:7])=[O:6])=[CH:13][CH:12]=1. (4) Reactant: [F:1][C:2]1[CH:7]=[CH:6][C:5]([NH:8][C:9](=[O:11])[CH3:10])=[C:4]([OH:12])[CH:3]=1.[O:13]1[CH2:15][C@H:14]1[CH2:16]OS(C1C=CC=C([N+]([O-])=O)C=1)(=O)=O.C([O-])([O-])=O.[Cs+].[Cs+]. Product: [F:1][C:2]1[CH:7]=[CH:6][C:5]([NH:8][C:9](=[O:11])[CH3:10])=[C:4]([O:12][CH2:16][C@@H:14]2[CH2:15][O:13]2)[CH:3]=1. The catalyst class is: 3. (5) Reactant: CO.[I:3][C:4]1[C:5](=[O:35])[C@@H:6]2[O:10][C:9]([CH3:12])([CH3:11])[O:8][C@@H:7]2[C:13]=1[CH2:14][O:15][C:16]([C:29]1[CH:34]=[CH:33][CH:32]=[CH:31][CH:30]=1)([C:23]1[CH:28]=[CH:27][CH:26]=[CH:25][CH:24]=1)[C:17]1[CH:22]=[CH:21][CH:20]=[CH:19][CH:18]=1.[BH4-].[Na+]. Product: [I:3][C:4]1[C@H:5]([OH:35])[C@@H:6]2[O:10][C:9]([CH3:12])([CH3:11])[O:8][C@@H:7]2[C:13]=1[CH2:14][O:15][C:16]([C:23]1[CH:24]=[CH:25][CH:26]=[CH:27][CH:28]=1)([C:17]1[CH:18]=[CH:19][CH:20]=[CH:21][CH:22]=1)[C:29]1[CH:34]=[CH:33][CH:32]=[CH:31][CH:30]=1. The catalyst class is: 170. (6) The catalyst class is: 2. Product: [C:18]1([CH2:24][S:25]([N:1]2[CH2:5][CH2:4][CH2:3][C@H:2]2[C:6]([O:8][CH2:9][CH2:10][CH2:11][C:12]2[CH:13]=[N:14][CH:15]=[CH:16][CH:17]=2)=[O:7])(=[O:27])=[O:26])[CH:23]=[CH:22][CH:21]=[CH:20][CH:19]=1. Reactant: [NH:1]1[CH2:5][CH2:4][CH2:3][CH:2]1[C:6]([O:8][CH2:9][CH2:10][CH2:11][C:12]1[CH:13]=[N:14][CH:15]=[CH:16][CH:17]=1)=[O:7].[C:18]1([CH2:24][S:25](Cl)(=[O:27])=[O:26])[CH:23]=[CH:22][CH:21]=[CH:20][CH:19]=1.C(N(CC)CC)C. (7) Reactant: [NH2:1][C:2]1[CH:3]=[CH:4][C:5]([C:8]2[CH:16]=[C:15]3[C:11]([CH2:12][N:13]([C@@H:18]([CH:23]([CH3:25])[CH3:24])[C:19]([O:21][CH3:22])=[O:20])[C:14]3=[O:17])=[CH:10][CH:9]=2)=[N:6][CH:7]=1.N1C=CC=CC=1.[C:32]([C:36]1[CH:44]=[CH:43][C:39]([C:40](Cl)=[O:41])=[CH:38][CH:37]=1)([CH3:35])([CH3:34])[CH3:33]. Product: [C:32]([C:36]1[CH:37]=[CH:38][C:39]([C:40]([NH:1][C:2]2[CH:3]=[CH:4][C:5]([C:8]3[CH:16]=[C:15]4[C:11]([CH2:12][N:13]([C@@H:18]([CH:23]([CH3:25])[CH3:24])[C:19]([O:21][CH3:22])=[O:20])[C:14]4=[O:17])=[CH:10][CH:9]=3)=[N:6][CH:7]=2)=[O:41])=[CH:43][CH:44]=1)([CH3:35])([CH3:33])[CH3:34]. The catalyst class is: 4.